Dataset: NCI-60 drug combinations with 297,098 pairs across 59 cell lines. Task: Regression. Given two drug SMILES strings and cell line genomic features, predict the synergy score measuring deviation from expected non-interaction effect. Drug 1: C1=C(C(=O)NC(=O)N1)F. Drug 2: CNC(=O)C1=NC=CC(=C1)OC2=CC=C(C=C2)NC(=O)NC3=CC(=C(C=C3)Cl)C(F)(F)F. Cell line: SK-MEL-5. Synergy scores: CSS=45.9, Synergy_ZIP=-10.0, Synergy_Bliss=-11.6, Synergy_Loewe=-10.9, Synergy_HSA=-8.26.